This data is from Catalyst prediction with 721,799 reactions and 888 catalyst types from USPTO. The task is: Predict which catalyst facilitates the given reaction. (1) Reactant: [CH3:1][N:2]1[CH:6]=[C:5]([C:7]2[C:15]3[C:14]([N:16]4[CH2:21][CH2:20][CH:19]([NH:22][C:23](=[O:30])[C:24]5[CH:29]=[CH:28][CH:27]=[CH:26][CH:25]=5)[CH2:18][CH2:17]4)=[N:13][CH:12]=[N:11][C:10]=3[N:9](S(C3C=CC=CC=3)(=O)=O)[CH:8]=2)[CH:4]=[N:3]1.C(=O)([O-])[O-].[Cs+].[Cs+].CCOC(C)=O.O. Product: [CH3:1][N:2]1[CH:6]=[C:5]([C:7]2[C:15]3[C:10]([NH:11][CH:12]=[N:13][C:14]=3[N:16]3[CH2:21][CH2:20][CH:19]([NH:22][C:23](=[O:30])[C:24]4[CH:29]=[CH:28][CH:27]=[CH:26][CH:25]=4)[CH2:18][CH2:17]3)=[N:9][CH:8]=2)[CH:4]=[N:3]1. The catalyst class is: 92. (2) Reactant: C[N:2](C)/[CH:3]=[CH:4]/[C:5]1[C:14]2[C:9](=[CH:10][C:11]([O:17][CH3:18])=[C:12]([O:15][CH3:16])[CH:13]=2)[N:8]=[CH:7][C:6]=1[C:19]#[N:20]. Product: [CH3:18][O:17][C:11]1[C:12]([O:15][CH3:16])=[CH:13][C:14]2[C:5]3[C:6](=[C:19]([NH2:20])[N:2]=[CH:3][CH:4]=3)[CH:7]=[N:8][C:9]=2[CH:10]=1. The catalyst class is: 52. (3) Reactant: FC1C=C(S(C)(=O)=O)C=CC=1O[C:5]1N=C[N:8]=[C:7]2[N:11](C3CCC(C4ON=C(C(C)C)N=4)CC3)N=[CH:13][C:6]=12.C(O[C:41]([N:43]1[CH2:48][CH2:47][CH:46]([N:49]2[C:53]3=[N:54][CH:55]=[N:56][C:57](Cl)=[C:52]3[CH:51]=[N:50]2)[CH2:45][CH2:44]1)=[O:42])(C)(C)C.[F:59][C:60]1[CH:61]=[C:62]([OH:70])[CH:63]=[CH:64][C:65]=1[S:66]([CH3:69])(=[O:68])=[O:67]. Product: [F:59][C:60]1[CH:61]=[C:62]([CH:63]=[CH:64][C:65]=1[S:66]([CH3:69])(=[O:67])=[O:68])[O:70][C:51]1[C:52]2[C:53](=[N:54][CH:55]=[N:56][CH:57]=2)[N:49]([CH:46]2[CH2:45][CH2:44][N:43]([C:41]3[O:42][N:11]=[C:7]([CH:6]([CH3:13])[CH3:5])[N:8]=3)[CH2:48][CH2:47]2)[N:50]=1.[F:59][C:60]1[CH:61]=[C:62]([CH:63]=[CH:64][C:65]=1[S:66]([CH3:69])(=[O:67])=[O:68])[O:70][C:57]1[N:56]=[CH:55][N:54]=[C:53]2[N:49]([CH:46]3[CH2:45][CH2:44][N:43]([C:41]4[O:42][N:11]=[C:7]([CH:6]([CH3:13])[CH3:5])[N:8]=4)[CH2:48][CH2:47]3)[N:50]=[CH:51][C:52]=12. The catalyst class is: 9. (4) Reactant: [CH3:1][C:2]1[CH:26]=[CH:25][CH:24]=[CH:23][C:3]=1[O:4][C:5]1[CH:10]=[CH:9][C:8]([C:11]2[C:16]3=[N:17][S:18](=[O:22])(=[O:21])[CH2:19][CH2:20][N:15]3[CH:14]=[CH:13][CH:12]=2)=[CH:7][CH:6]=1. Product: [CH3:1][C:2]1[CH:26]=[CH:25][CH:24]=[CH:23][C:3]=1[O:4][C:5]1[CH:6]=[CH:7][C:8]([CH:11]2[C:16]3=[N:17][S:18](=[O:21])(=[O:22])[CH2:19][CH2:20][N:15]3[CH2:14][CH2:13][CH2:12]2)=[CH:9][CH:10]=1. The catalyst class is: 609. (5) Reactant: CC(C)([O-])C.[K+].[CH3:7][O:8][C:9](=[O:22])[CH2:10][NH:11][C:12]1[CH:21]=[CH:20][CH:19]=[CH:18][C:13]=1[C:14](OC)=[O:15].C(O)(=O)C. Product: [OH:15][C:14]1[C:13]2[C:12](=[CH:21][CH:20]=[CH:19][CH:18]=2)[NH:11][C:10]=1[C:9]([O:8][CH3:7])=[O:22]. The catalyst class is: 1.